This data is from Reaction yield outcomes from USPTO patents with 853,638 reactions. The task is: Predict the reaction yield, written as a fraction of the theoretical maximum amount of product (1.0 means a 100% yield; for example, 0.34 means a 34% yield). (1) The reactants are Cl[CH:2]([C:14]1[CH:19]=[CH:18][CH:17]=[CH:16][CH:15]=1)[C:3]([C:5]1[C:13]2[C:8](=[CH:9][CH:10]=[CH:11][CH:12]=2)[NH:7][CH:6]=1)=[O:4].[N:20]1[C:29]2[C:24](=[CH:25][C:26]([NH2:30])=[CH:27][CH:28]=2)[N:23]=[CH:22][CH:21]=1.CCN(C(C)C)C(C)C. The catalyst is C(#N)C. The product is [NH:7]1[C:8]2[C:13](=[CH:12][CH:11]=[CH:10][CH:9]=2)[C:5]([C:3](=[O:4])[CH:2]([C:14]2[CH:19]=[CH:18][CH:17]=[CH:16][CH:15]=2)[NH:30][C:26]2[CH:25]=[C:24]3[C:29](=[CH:28][CH:27]=2)[N:20]=[CH:21][CH:22]=[N:23]3)=[CH:6]1. The yield is 0.0600. (2) The reactants are CC(C)=[O:3].OS(O)(=O)=O.O=[Cr](=O)=O.[CH2:14]([O:21][CH2:22][C:23]([CH2:35][O:36][CH2:37][C:38]1[CH:43]=[CH:42][CH:41]=[CH:40][CH:39]=1)([CH2:26][O:27][CH2:28][C:29]1[CH:34]=[CH:33][CH:32]=[CH:31][CH:30]=1)[CH2:24][OH:25])[C:15]1[CH:20]=[CH:19][CH:18]=[CH:17][CH:16]=1.O. The catalyst is CC(C)=O. The product is [CH2:37]([O:36][CH2:35][C:23]([CH2:22][O:21][CH2:14][C:15]1[CH:16]=[CH:17][CH:18]=[CH:19][CH:20]=1)([CH2:26][O:27][CH2:28][C:29]1[CH:30]=[CH:31][CH:32]=[CH:33][CH:34]=1)[C:24]([OH:3])=[O:25])[C:38]1[CH:39]=[CH:40][CH:41]=[CH:42][CH:43]=1. The yield is 1.00.